Task: Predict the reactants needed to synthesize the given product.. Dataset: Retrosynthesis with 50K atom-mapped reactions and 10 reaction types from USPTO (1) Given the product COC(=O)c1cc(Oc2c(F)cc(C#N)cc2Cl)ccc1[N+](=O)[O-], predict the reactants needed to synthesize it. The reactants are: COC(=O)c1cc(O)ccc1[N+](=O)[O-].N#Cc1cc(F)c(F)c(Cl)c1. (2) Given the product Cc1cc(C(F)(F)F)cc(NC(=O)NS(=O)(=O)c2cc(C)c(CCO)s2)n1, predict the reactants needed to synthesize it. The reactants are: CC(=O)OCCc1sc(S(=O)(=O)NC(=O)Nc2cc(C(F)(F)F)cc(C)n2)cc1C. (3) Given the product CC(C)(C)OC(=O)N1CCC(c2ccc(NC(=O)C3CN(c4ccc(Cl)nn4)C3)cc2)CC1, predict the reactants needed to synthesize it. The reactants are: CC(C)(C)OC(=O)N1CCC(c2ccc(NC(=O)C3CNC3)cc2)CC1.Clc1ccc(Cl)nn1. (4) Given the product Fc1cc(-c2ccnc(Nc3ccc(-n4cnc(-c5cc(C(F)(F)F)ccn5)n4)cc3)n2)cc(N2CCOCC2)c1, predict the reactants needed to synthesize it. The reactants are: FC(F)(F)c1ccnc(Cl)c1.Fc1cc(-c2ccnc(Nc3ccc(-n4cnc(Br)n4)cc3)n2)cc(N2CCOCC2)c1. (5) Given the product COC(=O)CCNC(=O)c1ccc(C(Cc2ccc(-c3ccc(C(C)(C)C)cc3)cc2)CC(C)C)cc1, predict the reactants needed to synthesize it. The reactants are: COC(=O)CCNC(=O)c1ccc(C(=Cc2ccc(-c3ccc(C(C)(C)C)cc3)cc2)CC(C)C)cc1.